Dataset: Full USPTO retrosynthesis dataset with 1.9M reactions from patents (1976-2016). Task: Predict the reactants needed to synthesize the given product. (1) Given the product [CH2:1]([C:5]1[CH:6]=[CH:7][C:8]([C:11]#[C:12][C:13]2[CH:37]=[CH:36][C:16]([CH2:17][N:18]([CH2:30][CH2:31][C:32]([CH3:35])([CH3:34])[CH3:33])[C:19]3[CH:20]=[CH:21][C:22]([F:29])=[C:23]([CH:28]=3)[C:24]([OH:26])=[O:25])=[CH:15][CH:14]=2)=[CH:9][CH:10]=1)[CH2:2][CH2:3][CH3:4], predict the reactants needed to synthesize it. The reactants are: [CH2:1]([C:5]1[CH:10]=[CH:9][C:8]([C:11]#[C:12][C:13]2[CH:37]=[CH:36][C:16]([CH2:17][N:18]([CH2:30][CH2:31][C:32]([CH3:35])([CH3:34])[CH3:33])[C:19]3[CH:20]=[CH:21][C:22]([F:29])=[C:23]([CH:28]=3)[C:24]([O:26]C)=[O:25])=[CH:15][CH:14]=2)=[CH:7][CH:6]=1)[CH2:2][CH2:3][CH3:4].[OH-].[Na+].CCOC(C)=O. (2) Given the product [NH2:2][CH2:1][C:3]1[C:4]([N:9]([CH3:14])[S:10]([CH3:13])(=[O:12])=[O:11])=[N:5][CH:6]=[CH:7][CH:8]=1.[Cl:27][C:25]1[N:26]=[C:19]2[C:18]([NH:28][CH2:29][C:30]3[C:31]([N:36]([CH3:41])[S:37]([CH3:40])(=[O:39])=[O:38])=[N:32][CH:33]=[CH:34][CH:35]=3)=[CH:23][CH:22]=[CH:21][N:20]2[N:24]=1, predict the reactants needed to synthesize it. The reactants are: [C:1]([C:3]1[C:4]([N:9]([CH3:14])[S:10]([CH3:13])(=[O:12])=[O:11])=[N:5][CH:6]=[CH:7][CH:8]=1)#[N:2].[H][H].Br[C:18]1[C:19]2[N:20]([N:24]=[C:25]([Cl:27])[N:26]=2)[CH:21]=[CH:22][CH:23]=1.[NH2:28][CH2:29][C:30]1[C:31]([N:36]([CH3:41])[S:37]([CH3:40])(=[O:39])=[O:38])=[N:32][CH:33]=[CH:34][CH:35]=1. (3) Given the product [N:25]([C@@H:14]1[C@H:10]2[O:9][CH2:8][C@@H:7]([O:6][Si:5]([C:1]([CH3:4])([CH3:3])[CH3:2])([CH3:24])[CH3:23])[C@H:11]2[O:12][CH2:13]1)=[N+:26]=[N-:27], predict the reactants needed to synthesize it. The reactants are: [C:1]([Si:5]([CH3:24])([CH3:23])[O:6][C@H:7]1[C@H:11]2[O:12][CH2:13][C@@H:14](OS(C(F)(F)F)(=O)=O)[C@H:10]2[O:9][CH2:8]1)([CH3:4])([CH3:3])[CH3:2].[N-:25]=[N+:26]=[N-:27].[Na+]. (4) Given the product [CH2:1]([N:3]1[CH2:8][CH2:7][CH:6]([C:9]2[C:10]([OH:22])=[C:11]([CH:14]=[CH:15][CH:16]=2)[C:12]#[N:13])[CH2:5][CH2:4]1)[CH3:2], predict the reactants needed to synthesize it. The reactants are: [CH2:1]([N:3]1[CH2:8][CH2:7][CH:6]([C:9]2[C:10](F)=[C:11]([CH:14]=[CH:15][CH:16]=2)[C:12]#[N:13])[CH2:5][CH2:4]1)[CH3:2].C([OH:22])C#CC.CC(C)([O-])C.[K+].Cl. (5) Given the product [Br:1][C:2]1[CH:7]=[CH:6][C:5]([NH:8][CH:13]2[CH2:14][CH2:15][O:10][CH2:11][CH2:12]2)=[C:4]([Cl:9])[CH:3]=1, predict the reactants needed to synthesize it. The reactants are: [Br:1][C:2]1[CH:7]=[CH:6][C:5]([NH2:8])=[C:4]([Cl:9])[CH:3]=1.[O:10]1[CH2:15][CH2:14][C:13](=O)[CH2:12][CH2:11]1.C(O[BH-](OC(=O)C)OC(=O)C)(=O)C.[Na+]. (6) Given the product [ClH:1].[C:25]1([CH3:16])[CH:26]=[CH:21][C:22]([NH:27][S:11]([C:9]2[S:10][C:6]3[CH:5]=[CH:4][N:3]=[C:2]([N:36]4[CH2:41][CH2:40][NH:39][CH2:38][CH2:37]4)[C:7]=3[CH:8]=2)(=[O:13])=[O:12])=[CH:23][CH:24]=1, predict the reactants needed to synthesize it. The reactants are: [Cl:1][C:2]1[C:7]2[CH:8]=[C:9]([S:11](Cl)(=[O:13])=[O:12])[S:10][C:6]=2[CH:5]=[CH:4][N:3]=1.N1C=CC=C[CH:16]=1.[C:21]1(C)[CH:26]=[CH:25][CH:24]=[CH:23][C:22]=1[NH2:27].C(OC([N:36]1[CH2:41][CH2:40][NH:39][CH2:38][CH2:37]1)=O)(C)(C)C.C([O-])([O-])=O.[K+].[K+].